This data is from Catalyst prediction with 721,799 reactions and 888 catalyst types from USPTO. The task is: Predict which catalyst facilitates the given reaction. (1) Reactant: [N+:1]([N:4]1[C:12]2[C:7](=[CH:8][CH:9]=[CH:10][CH:11]=2)[CH2:6][CH2:5]1)([O-])=O. Product: [NH2:1][N:4]1[C:12]2[C:7](=[CH:8][CH:9]=[CH:10][CH:11]=2)[CH2:6][CH2:5]1. The catalyst class is: 45. (2) Reactant: Br[CH:2]([CH:14]([CH3:16])[CH3:15])[CH2:3][N-:4][C:5]1[CH:10]=[C:9]([CH3:11])[CH:8]=[C:7]([CH3:12])[C:6]=1[OH:13].C(=O)([O-])[O-:18].[K+].[K+].Cl.O. Product: [CH:14]([CH:2]1[C:3](=[O:18])[NH:4][C:5]2[CH:10]=[C:9]([CH3:11])[CH:8]=[C:7]([CH3:12])[C:6]=2[O:13]1)([CH3:16])[CH3:15]. The catalyst class is: 9.